From a dataset of Catalyst prediction with 721,799 reactions and 888 catalyst types from USPTO. Predict which catalyst facilitates the given reaction. (1) Reactant: [F:1][C:2]([F:7])([F:6])[C:3]([OH:5])=[O:4].[NH:8]1[CH2:11][CH:10]([N:12]2[CH:16]=[CH:15][C:14]([C:17]3[N:29]([CH2:30][C:31]4[CH:36]=[CH:35][CH:34]=[C:33]([Cl:37])[CH:32]=4)[C:20]4[CH:21]=[CH:22][C:23]5[N:24]([C:25]([CH3:28])=[N:26][N:27]=5)[C:19]=4[CH:18]=3)=[N:13]2)[CH2:9]1.C([O-])([O-])=O.[K+].[K+].[C:44](#[N:47])[CH:45]=[CH2:46].N12CCCN=C1CCCCC2. Product: [F:1][C:2]([F:7])([F:6])[C:3]([OH:5])=[O:4].[F:1][C:2]([F:7])([F:6])[C:3]([OH:5])=[O:4].[Cl:37][C:33]1[CH:32]=[C:31]([CH:36]=[CH:35][CH:34]=1)[CH2:30][N:29]1[C:20]2[CH:21]=[CH:22][C:23]3[N:24]([C:25]([CH3:28])=[N:26][N:27]=3)[C:19]=2[CH:18]=[C:17]1[C:14]1[CH:15]=[CH:16][N:12]([CH:10]2[CH2:9][N:8]([CH2:46][CH2:45][C:44]#[N:47])[CH2:11]2)[N:13]=1. The catalyst class is: 881. (2) Reactant: [C:1]([N:8]1[CH:12]=[CH:11][N:10]=[CH:9]1)(N1C=CN=C1)=[O:2].[NH2:13][CH2:14][CH2:15][NH:16][C:17](=[O:23])[O:18][C:19]([CH3:22])([CH3:21])[CH3:20].C(N(C(C)C)C(C)C)C.S(=O)(=O)(O)O.N[C:39]1[CH:40]=[N:41][N:42]2CCCN[C:43]=12. Product: [C:19]([O:18][C:17]([NH:16][CH2:15][CH2:14][NH:13][C:1](=[O:2])[NH:8][C:12]1[CH:40]=[N:41][N:42]2[CH2:43][CH2:39][CH2:9][NH:10][C:11]=12)=[O:23])([CH3:20])([CH3:22])[CH3:21]. The catalyst class is: 2.